This data is from Forward reaction prediction with 1.9M reactions from USPTO patents (1976-2016). The task is: Predict the product of the given reaction. Given the reactants CCN(C(C)C)C(C)C.[CH2:10]([O:17][C:18]1[CH:26]=[CH:25][C:21]([C:22]([OH:24])=O)=[CH:20][CH:19]=1)[C:11]1[CH:16]=[CH:15][CH:14]=[CH:13][CH:12]=1.C1C=CC2N(O)N=NC=2C=1.CCN=C=NCCCN(C)C.[CH3:48][O:49][C:50](=[O:55])[C:51]([NH2:54])([CH3:53])[CH3:52], predict the reaction product. The product is: [CH3:48][O:49][C:50](=[O:55])[C:51]([NH:54][C:22](=[O:24])[C:21]1[CH:20]=[CH:19][C:18]([O:17][CH2:10][C:11]2[CH:12]=[CH:13][CH:14]=[CH:15][CH:16]=2)=[CH:26][CH:25]=1)([CH3:53])[CH3:52].